Dataset: Full USPTO retrosynthesis dataset with 1.9M reactions from patents (1976-2016). Task: Predict the reactants needed to synthesize the given product. (1) Given the product [CH:5]1([CH2:8][C:9]([NH:31][NH:30][C:26]2[C:25]([C:32]([F:33])([F:35])[F:34])=[C:24]([NH:23][CH2:22][C@H:20]3[CH2:21][C@@H:19]3[C:16]3[CH:15]=[CH:14][C:13]([F:12])=[CH:18][CH:17]=3)[CH:29]=[CH:28][N:27]=2)=[O:11])[CH2:6][CH2:7]1, predict the reactants needed to synthesize it. The reactants are: S(Cl)(Cl)=O.[CH:5]1([CH2:8][C:9]([OH:11])=O)[CH2:7][CH2:6]1.[F:12][C:13]1[CH:18]=[CH:17][C:16]([C@H:19]2[CH2:21][C@@H:20]2[CH2:22][NH:23][C:24]2[CH:29]=[CH:28][N:27]=[C:26]([NH:30][NH2:31])[C:25]=2[C:32]([F:35])([F:34])[F:33])=[CH:15][CH:14]=1.C([O-])([O-])=O.[Na+].[Na+]. (2) Given the product [CH3:1][O:2][C:3]([C@@H:5]1[CH2:9][C@@H:8]([S:10]([C:13]2[CH:18]=[CH:17][CH:16]=[CH:15][C:14]=2[C:19]([F:21])([F:22])[F:20])(=[O:11])=[O:12])[CH2:7][N:6]1[C:23]1[N:34]([C:30]([CH3:33])([CH3:32])[CH3:31])[N:35]=[C:25]([CH3:26])[CH:24]=1)=[O:4], predict the reactants needed to synthesize it. The reactants are: [CH3:1][O:2][C:3]([C@@H:5]1[CH2:9][C@@H:8]([S:10]([C:13]2[CH:18]=[CH:17][CH:16]=[CH:15][C:14]=2[C:19]([F:22])([F:21])[F:20])(=[O:12])=[O:11])[CH2:7][N:6]1[C:23](=S)[CH2:24][C:25](=O)[CH3:26])=[O:4].Cl.[C:30]([NH:34][NH2:35])([CH3:33])([CH3:32])[CH3:31].